Dataset: Full USPTO retrosynthesis dataset with 1.9M reactions from patents (1976-2016). Task: Predict the reactants needed to synthesize the given product. (1) Given the product [CH:1]([C:3]1[CH:8]=[CH:7][N:6]=[C:5]([CH2:9][O:10][C:11]([C@@H:13]2[CH2:18][CH2:17][CH2:16][N:15]([C:19](=[O:51])[C@@H:20]([NH:36][C:37](=[O:50])[C@@H:38]([NH:42][CH:43]=[O:44])[CH:39]([CH3:41])[CH3:40])[CH2:21][C:22]3[CH:27]=[CH:26][CH:25]=[C:24]([O:28][Si:29]([C:32]([CH3:33])([CH3:34])[CH3:35])([CH3:31])[CH3:30])[CH:23]=3)[NH:14]2)=[O:12])[CH:4]=1)=[CH2:2], predict the reactants needed to synthesize it. The reactants are: [CH:1]([C:3]1[CH:8]=[CH:7][N:6]=[C:5]([CH2:9][O:10][C:11]([C@@H:13]2[CH2:18][CH2:17][CH2:16][N:15]([C:19](=[O:51])[C@@H:20]([NH:36][C:37](=[O:50])[C@@H:38]([NH:42][C:43](OC(C)(C)C)=[O:44])[CH:39]([CH3:41])[CH3:40])[CH2:21][C:22]3[CH:27]=[CH:26][CH:25]=[C:24]([O:28][Si:29]([C:32]([CH3:35])([CH3:34])[CH3:33])([CH3:31])[CH3:30])[CH:23]=3)[NH:14]2)=[O:12])[CH:4]=1)=[CH2:2].FC(F)(F)S(O[Si](C)(C)C)(=O)=O.C(N(CC)C(C)C)(C)C. (2) Given the product [CH2:45]([O:44][P:34](=[O:35])([O:36][CH2:37][C:38]1[CH:39]=[CH:40][CH:41]=[CH:42][CH:43]=1)[O:1][CH2:2][N:3]1[C:7](=[O:8])[C:6]([C:15]2[CH:16]=[CH:17][CH:18]=[CH:19][CH:20]=2)([C:9]2[CH:14]=[CH:13][CH:12]=[CH:11][CH:10]=2)[NH:5][C:4]1=[O:21])[C:46]1[CH:47]=[CH:48][CH:49]=[CH:50][CH:51]=1, predict the reactants needed to synthesize it. The reactants are: [OH:1][CH2:2][N:3]1[C:7](=[O:8])[C:6]([C:15]2[CH:20]=[CH:19][CH:18]=[CH:17][CH:16]=2)([C:9]2[CH:14]=[CH:13][CH:12]=[CH:11][CH:10]=2)[NH:5][C:4]1=[O:21].C(N(CC)CC)C.CS(Cl)(=O)=O.[P:34]([O-])([O:44][CH2:45][C:46]1[CH:51]=[CH:50][CH:49]=[CH:48][CH:47]=1)([O:36][CH2:37][C:38]1[CH:43]=[CH:42][CH:41]=[CH:40][CH:39]=1)=[O:35]. (3) Given the product [CH3:10][C:9]1[NH:8][CH:7]=[C:6]([CH3:14])[C:5]=1[CH2:4][C:1]([OH:3])=[O:2], predict the reactants needed to synthesize it. The reactants are: [C:1]([CH2:4][C:5]1[C:6]([CH3:14])=[C:7](C(O)=O)[NH:8][C:9]=1[CH3:10])([OH:3])=[O:2].[OH-].[K+]. (4) Given the product [NH2:18][C:19]1[C:20]([C:41]#[N:42])=[N:21][C:22]([C:25]2[CH:30]=[CH:29][C:28]([C:2]3[CH:7]=[CH:6][CH:5]=[CH:4][C:3]=3[S:8]([N:11]3[CH2:16][CH2:15][NH:14][C:13](=[O:17])[CH2:12]3)(=[O:10])=[O:9])=[CH:27][C:26]=2[F:40])=[CH:23][N:24]=1, predict the reactants needed to synthesize it. The reactants are: Br[C:2]1[CH:7]=[CH:6][CH:5]=[CH:4][C:3]=1[S:8]([N:11]1[CH2:16][CH2:15][NH:14][C:13](=[O:17])[CH2:12]1)(=[O:10])=[O:9].[NH2:18][C:19]1[C:20]([C:41]#[N:42])=[N:21][C:22]([C:25]2[CH:30]=[CH:29][C:28](B3OC(C)(C)C(C)(C)O3)=[CH:27][C:26]=2[F:40])=[CH:23][N:24]=1.